This data is from Peptide-MHC class I binding affinity with 185,985 pairs from IEDB/IMGT. The task is: Regression. Given a peptide amino acid sequence and an MHC pseudo amino acid sequence, predict their binding affinity value. This is MHC class I binding data. The peptide sequence is AAFKVRPT. The MHC is H-2-Kb with pseudo-sequence H-2-Kb. The binding affinity (normalized) is 0.196.